Predict the reaction yield, written as a fraction of the theoretical maximum amount of product (1.0 means a 100% yield; for example, 0.34 means a 34% yield). From a dataset of Reaction yield outcomes from USPTO patents with 853,638 reactions. (1) The reactants are [Cl:1][C:2]1[CH:7]=[CH:6][C:5]([S:8]([NH:11][C:12]2[CH:17]=[C:16]([CH3:18])[CH:15]=[C:14]([CH3:19])[CH:13]=2)(=[O:10])=[O:9])=[CH:4][CH:3]=1.[CH3:20][O:21]C(Cl)Cl. The catalyst is [Ti](Cl)(Cl)(Cl)Cl.C(Cl)Cl. The product is [Cl:1][C:2]1[CH:7]=[CH:6][C:5]([S:8]([NH:11][C:12]2[CH:13]=[C:14]([CH3:19])[C:15]([CH:20]=[O:21])=[C:16]([CH3:18])[CH:17]=2)(=[O:9])=[O:10])=[CH:4][CH:3]=1. The yield is 0.390. (2) The reactants are [CH3:1][O:2][C:3]1[CH:4]=[C:5]2[C:10](=[CH:11][CH:12]=1)[C:9]([C:13](=[O:29])[C:14]1[CH:19]=[CH:18][C:17]([O:20][CH2:21][CH2:22][N:23]3[CH2:28][CH2:27][CH2:26][CH2:25][CH2:24]3)=[CH:16][CH:15]=1)=[C:8](OS(C(F)(F)F)(=O)=O)[CH:7]=[CH:6]2.Br[C:39]1[C:44]([F:45])=[C:43]([F:46])[CH:42]=[CH:41][C:40]=1[F:47].N1(CCOC2C=CC(C=O)=CC=2)CCCCC1. No catalyst specified. The product is [CH3:1][O:2][C:3]1[CH:4]=[C:5]2[C:10](=[CH:11][CH:12]=1)[C:9]([C:13]([C:14]1[CH:19]=[CH:18][C:17]([O:20][CH2:21][CH2:22][N:23]3[CH2:24][CH2:25][CH2:26][CH2:27][CH2:28]3)=[CH:16][CH:15]=1)=[O:29])=[C:8]([C:39]1[C:40]([F:47])=[CH:41][CH:42]=[C:43]([F:46])[C:44]=1[F:45])[CH:7]=[CH:6]2. The yield is 0.450.